Dataset: Forward reaction prediction with 1.9M reactions from USPTO patents (1976-2016). Task: Predict the product of the given reaction. (1) Given the reactants CC1(C)C(C)(C)OB([C:9]2[CH:15]=[CH:14][C:12]([NH2:13])=[CH:11][CH:10]=2)O1.Cl.Br[C:19]1[CH:24]=[CH:23][N:22]=[CH:21][CH:20]=1.C([O-])([O-])=O.[Cs+].[Cs+], predict the reaction product. The product is: [N:22]1[CH:23]=[CH:24][C:19]([C:9]2[CH:10]=[CH:11][C:12]([NH2:13])=[CH:14][CH:15]=2)=[CH:20][CH:21]=1. (2) Given the reactants Cl[C:2]1[N:7]=[C:6]([NH:8][C@@H:9]2[CH2:14][CH2:13][CH2:12][N:11]([C:15]([O:17]C(C)(C)C)=O)[CH2:10]2)[C:5]([C:22]([F:25])([F:24])[F:23])=[CH:4][N:3]=1.[NH2:26][C:27]1[CH:28]=[C:29]2[C:33](=[CH:34][CH:35]=1)[CH2:32][N:31](C(OC(C)(C)C)=O)[CH2:30]2.C([O-])([O-])=O.[Cs+].[Cs+].CN([C:52]1C(C2C(P(C3CCCCC3)C3CCCCC3)=CC=CC=2)=CC=C[CH:53]=1)C, predict the reaction product. The product is: [CH2:32]1[C:33]2[C:29](=[CH:28][C:27]([NH:26][C:2]3[N:7]=[C:6]([NH:8][C@@H:9]4[CH2:14][CH2:13][CH2:12][N:11]([C:15](=[O:17])[CH:52]=[CH2:53])[CH2:10]4)[C:5]([C:22]([F:23])([F:24])[F:25])=[CH:4][N:3]=3)=[CH:35][CH:34]=2)[CH2:30][NH:31]1.